From a dataset of Forward reaction prediction with 1.9M reactions from USPTO patents (1976-2016). Predict the product of the given reaction. (1) Given the reactants [N:1]#[C:2][NH2:3].[N:4]([C:7]1[CH:12]=[CH:11][C:10]([N:13]2[CH2:18][CH2:17][N:16]([CH3:19])[CH2:15][CH2:14]2)=[CH:9][CH:8]=1)=[C:5]=[S:6].[C:20]([C:22]1[CH:23]=[C:24]([CH:29]=[CH:30][CH:31]=1)[C:25](=[O:28])[CH2:26]Br)#[N:21], predict the reaction product. The product is: [NH2:1][C:2]1[N:3]=[C:5]([NH:4][C:7]2[CH:8]=[CH:9][C:10]([N:13]3[CH2:14][CH2:15][N:16]([CH3:19])[CH2:17][CH2:18]3)=[CH:11][CH:12]=2)[S:6][C:26]=1[C:25]([C:24]1[CH:23]=[C:22]([CH:31]=[CH:30][CH:29]=1)[C:20]#[N:21])=[O:28]. (2) Given the reactants N1C=CN=C1.[C:6]([Si:10](Cl)([C:17]1[CH:22]=[CH:21][CH:20]=[CH:19][CH:18]=1)[C:11]1[CH:16]=[CH:15][CH:14]=[CH:13][CH:12]=1)([CH3:9])([CH3:8])[CH3:7].[Cl:24][C:25]1[C@@H:26]([OH:32])[C@@H:27]([OH:31])[CH:28]=[CH:29][CH:30]=1, predict the reaction product. The product is: [O:31]([CH:27]1[CH:26]([OH:32])[C:25]([Cl:24])=[CH:30][CH:29]=[CH:28]1)[Si:10]([C:6]([CH3:9])([CH3:8])[CH3:7])([C:17]1[CH:22]=[CH:21][CH:20]=[CH:19][CH:18]=1)[C:11]1[CH:16]=[CH:15][CH:14]=[CH:13][CH:12]=1. (3) Given the reactants [Cl:1][C:2]1[CH:7]=[CH:6][C:5]([C:8]2[CH:9]=[C:10]3[C:24]([N:25](C)[C:26](=O)C(F)(F)F)=[C:23]([C:33](=[O:38])[C:34]([CH3:37])([CH3:36])[CH3:35])[O:22][C:11]3=[N:12][C:13]=2[C:14]2[CH:19]=[CH:18][C:17]([Cl:20])=[CH:16][C:15]=2[Cl:21])=[CH:4][CH:3]=1.C(=O)([O-])[O-].[K+].[K+], predict the reaction product. The product is: [Cl:1][C:2]1[CH:3]=[CH:4][C:5]([C:8]2[CH:9]=[C:10]3[C:24]([NH:25][CH3:26])=[C:23]([C:33](=[O:38])[C:34]([CH3:36])([CH3:35])[CH3:37])[O:22][C:11]3=[N:12][C:13]=2[C:14]2[CH:19]=[CH:18][C:17]([Cl:20])=[CH:16][C:15]=2[Cl:21])=[CH:6][CH:7]=1. (4) The product is: [Br:29][CH2:8][C:6]1[O:7][C:3]([CH:2]=[O:1])=[CH:4][CH:5]=1. Given the reactants [OH:1][CH2:2][C:3]1[O:7][C:6]([CH:8]=O)=[CH:5][CH:4]=1.C1(P(C2C=CC=CC=2)C2C=CC=CC=2)C=CC=CC=1.[Br:29]N1C(=O)CCC1=O, predict the reaction product. (5) Given the reactants [CH:1]1([C:4]([NH:6][C:7]2[S:11][C:10]3[CH2:12][CH2:13][CH2:14][CH2:15][C:9]=3[C:8]=2[S:16]([OH:19])(=O)=[O:17])=[O:5])[CH2:3][CH2:2]1.C(Cl)(=O)C(Cl)=O.[NH3:26], predict the reaction product. The product is: [S:16]([C:8]1[C:9]2[CH2:15][CH2:14][CH2:13][CH2:12][C:10]=2[S:11][C:7]=1[NH:6][C:4]([CH:1]1[CH2:3][CH2:2]1)=[O:5])(=[O:19])(=[O:17])[NH2:26]. (6) Given the reactants [CH2:1]([C:4]1[C:9]([CH3:10])=[CH:8][C:7]([N+:11]([O-])=O)=[CH:6][C:5]=1[Cl:14])[CH:2]=[CH2:3], predict the reaction product. The product is: [Cl:14][C:5]1[CH:6]=[C:7]([CH:8]=[C:9]([CH3:10])[C:4]=1[CH2:1][CH2:2][CH3:3])[NH2:11]. (7) Given the reactants [CH2:1]([C:8]1[C:17]2[C:16](=[O:18])O[C:14](=[O:19])[NH:13][C:12]=2[CH:11]=[CH:10][C:9]=1[O:20][CH3:21])[C:2]1[CH:7]=[CH:6][CH:5]=[CH:4][CH:3]=1.[NH2:22]CCCO.Cl.[CH2:28]1[CH2:32][O:31][CH2:30][CH2:29]1, predict the reaction product. The product is: [CH2:1]([C:8]1[C:9]([O:20][CH3:21])=[CH:10][CH:11]=[C:12]2[C:17]=1[C:16](=[O:18])[N:22]([CH2:30][CH2:29][CH2:28][CH2:32][OH:31])[C:14](=[O:19])[NH:13]2)[C:2]1[CH:3]=[CH:4][CH:5]=[CH:6][CH:7]=1. (8) Given the reactants [NH2:1][C:2]1[CH:7]=[C:6]([Cl:8])[C:5]([Cl:9])=[CH:4][C:3]=1[OH:10].[H-].[Na+].[Cl:13][C:14]1[CH:19]=[CH:18][N:17]=[C:16](F)[CH:15]=1, predict the reaction product. The product is: [Cl:13][C:14]1[CH:19]=[CH:18][N:17]=[C:16]([O:10][C:3]2[CH:4]=[C:5]([Cl:9])[C:6]([Cl:8])=[CH:7][C:2]=2[NH2:1])[CH:15]=1. (9) Given the reactants C([N:8]1[CH2:13][CH2:12][N:11]([C:14]2[CH:15]=[C:16]([CH:20]3[N:24]([C:25]4[CH:30]=[CH:29][CH:28]=[CH:27][C:26]=4[Cl:31])[N:23]=[C:22]([C:32]([F:38])([F:37])[C:33]([F:36])([F:35])[F:34])[CH2:21]3)[CH:17]=[CH:18][CH:19]=2)[CH2:10][CH2:9]1)(OC(C)(C)C)=O.Cl, predict the reaction product. The product is: [ClH:31].[Cl:31][C:26]1[CH:27]=[CH:28][CH:29]=[CH:30][C:25]=1[N:24]1[CH:20]([C:16]2[CH:17]=[CH:18][CH:19]=[C:14]([N:11]3[CH2:12][CH2:13][NH:8][CH2:9][CH2:10]3)[CH:15]=2)[CH2:21][C:22]([C:32]([F:38])([F:37])[C:33]([F:35])([F:36])[F:34])=[N:23]1. (10) Given the reactants [NH2:1][C:2]1[C:7]([C:8]#[N:9])=[C:6](Cl)[N:5]=[CH:4][N:3]=1.[F:11][C:12]1[CH:13]=[C:14]2[C:19](=[CH:20][CH:21]=1)[N:18]=[C:17]([CH:22]([NH2:24])[CH3:23])[C:16]([C:25]1[CH:30]=[CH:29][CH:28]=[CH:27][N:26]=1)=[C:15]2[C:31]1[O:35][N:34]=[C:33]([CH3:36])[N:32]=1.CCN(C(C)C)C(C)C, predict the reaction product. The product is: [NH2:1][C:2]1[C:7]([C:8]#[N:9])=[C:6]([NH:24][CH:22]([C:17]2[C:16]([C:25]3[CH:30]=[CH:29][CH:28]=[CH:27][N:26]=3)=[C:15]([C:31]3[O:35][N:34]=[C:33]([CH3:36])[N:32]=3)[C:14]3[C:19](=[CH:20][CH:21]=[C:12]([F:11])[CH:13]=3)[N:18]=2)[CH3:23])[N:5]=[CH:4][N:3]=1.